This data is from Full USPTO retrosynthesis dataset with 1.9M reactions from patents (1976-2016). The task is: Predict the reactants needed to synthesize the given product. (1) Given the product [N:10]1[C:11]2[C:6](=[CH:5][CH:4]=[CH:3][C:2]=2[NH:1][S:20]([C:17]2[CH:18]=[N:19][C:14]([C:12]#[N:13])=[CH:15][CH:16]=2)=[O:21])[CH:7]=[CH:8][CH:9]=1, predict the reactants needed to synthesize it. The reactants are: [NH2:1][C:2]1[CH:3]=[CH:4][CH:5]=[C:6]2[C:11]=1[N:10]=[CH:9][CH:8]=[CH:7]2.[C:12]([C:14]1[N:19]=[CH:18][C:17]([S:20](Cl)(=O)=[O:21])=[CH:16][CH:15]=1)#[N:13]. (2) Given the product [CH:16]([C:19]1[CH:20]=[CH:21][C:22]([N:25]([CH2:26][C:27]2[CH:28]=[N:29][C:30]([O:33][CH3:34])=[CH:31][CH:32]=2)[C:13]([CH:10]2[C:11]3[C:6](=[CH:5][CH:4]=[C:3]([O:2][CH3:1])[CH:12]=3)[CH2:7][CH2:8][CH2:9]2)=[O:15])=[CH:23][CH:24]=1)([CH3:18])[CH3:17], predict the reactants needed to synthesize it. The reactants are: [CH3:1][O:2][C:3]1[CH:12]=[C:11]2[C:6]([CH2:7][CH2:8][CH2:9][CH:10]2[C:13]([OH:15])=O)=[CH:5][CH:4]=1.[CH:16]([C:19]1[CH:24]=[CH:23][C:22]([NH:25][CH2:26][C:27]2[CH:28]=[N:29][C:30]([O:33][CH3:34])=[CH:31][CH:32]=2)=[CH:21][CH:20]=1)([CH3:18])[CH3:17]. (3) The reactants are: [F:1][C:2]1[CH:7]=[C:6]([F:8])[CH:5]=[CH:4][C:3]=1[N:9]1[CH2:14][CH2:13][N:12]([S:15]([C:18]2[CH:23]=[CH:22][C:21]([C:24](=[O:26])[CH3:25])=[CH:20][CH:19]=2)(=[O:17])=[O:16])[C@H:11]([CH3:27])[CH2:10]1.[Li][CH3:29]. Given the product [F:1][C:2]1[CH:7]=[C:6]([F:8])[CH:5]=[CH:4][C:3]=1[N:9]1[CH2:14][CH2:13][N:12]([S:15]([C:18]2[CH:23]=[CH:22][C:21]([C:24]([OH:26])([CH3:29])[CH3:25])=[CH:20][CH:19]=2)(=[O:17])=[O:16])[C@H:11]([CH3:27])[CH2:10]1, predict the reactants needed to synthesize it. (4) Given the product [Br:1][C:2]1[CH:3]=[C:4]2[C:9](=[CH:10][CH:11]=1)[N:8]=[CH:7][C:6]([C:12]([CH:14]1[CH2:16][CH2:15]1)=[O:13])=[C:5]2[NH:31][C:29]1[CH:28]=[N:27][N:26]([C@H:23]2[CH2:22][CH2:21][C@H:20]([NH:19][CH3:18])[CH2:25][CH2:24]2)[CH:30]=1, predict the reactants needed to synthesize it. The reactants are: [Br:1][C:2]1[CH:3]=[C:4]2[C:9](=[CH:10][CH:11]=1)[N:8]=[CH:7][C:6]([C:12]([CH:14]1[CH2:16][CH2:15]1)=[O:13])=[C:5]2Cl.[CH3:18][NH:19][C@H:20]1[CH2:25][CH2:24][C@H:23]([N:26]2[CH:30]=[C:29]([NH2:31])[CH:28]=[N:27]2)[CH2:22][CH2:21]1. (5) Given the product [CH2:27]([NH:30][C:20](=[O:21])[C:19]1[CH:23]=[CH:24][CH:25]=[CH:26][C:18]=1[NH:17][C:13]1[CH:12]=[C:11]2[C:16]([C:8]([CH:7]=[N:6][N:1]3[CH:2]=[CH:3][CH:4]=[CH:5]3)=[N:9][NH:10]2)=[CH:15][CH:14]=1)[C:28]#[CH:29], predict the reactants needed to synthesize it. The reactants are: [N:1]1([N:6]=[CH:7][C:8]2[C:16]3[C:11](=[CH:12][C:13]([NH:17][C:18]4[CH:26]=[CH:25][CH:24]=[CH:23][C:19]=4[C:20](O)=[O:21])=[CH:14][CH:15]=3)[NH:10][N:9]=2)[CH:5]=[CH:4][CH:3]=[CH:2]1.[CH2:27]([NH2:30])[C:28]#[CH:29]. (6) Given the product [CH2:3]([O:47][CH2:13][CH2:12][CH2:11][CH2:10][O:9][C:41]1[CH:42]=[CH:43][C:6]([C:5]([O:19][C:20]2[CH:32]=[CH:31][C:30]3[C:29]4[C:24](=[CH:25][C:26]([O:33][C:14](=[O:15])[C:13]5[CH:17]=[CH:18][C:10]([O:9][CH2:8][CH2:7][CH2:6][CH2:5][O:4][CH2:1][CH:2]=[CH2:3])=[CH:11][CH:12]=5)=[CH:27][CH:28]=4)[CH:23]([CH3:34])[C:22]=3[CH:21]=2)=[O:4])=[CH:7][CH:8]=1)[CH:2]=[CH2:1], predict the reactants needed to synthesize it. The reactants are: [CH2:1]([O:4][CH2:5][CH2:6][CH2:7][CH2:8][O:9][C:10]1[CH:18]=[CH:17][C:13]([C:14](O)=[O:15])=[CH:12][CH:11]=1)[CH:2]=[CH2:3].[OH:19][C:20]1[CH:32]=[CH:31][C:30]2[C:29]3[C:24](=[CH:25][C:26]([OH:33])=[CH:27][CH:28]=3)[CH:23]([CH3:34])[C:22]=2[CH:21]=1.Cl.C(N=C=N[CH2:41][CH2:42][CH2:43]N(C)C)C.[OH2:47].